This data is from Catalyst prediction with 721,799 reactions and 888 catalyst types from USPTO. The task is: Predict which catalyst facilitates the given reaction. Reactant: [Cl:1][C:2]1[CH:3]=[C:4]([CH:9]=[C:10]([Cl:30])[C:11]=1[O:12][C:13]1[CH:18]=[CH:17][C:16]([O:19][CH3:20])=[C:15]([C:21](=O)[C:22]2[CH:27]=[CH:26][C:25]([F:28])=[CH:24][CH:23]=2)[CH:14]=1)[C:5]([O:7][CH3:8])=[O:6].C(O)(C(F)(F)F)=O.C([SiH](CC)CC)C. Product: [Cl:1][C:2]1[CH:3]=[C:4]([CH:9]=[C:10]([Cl:30])[C:11]=1[O:12][C:13]1[CH:18]=[CH:17][C:16]([O:19][CH3:20])=[C:15]([CH2:21][C:22]2[CH:27]=[CH:26][C:25]([F:28])=[CH:24][CH:23]=2)[CH:14]=1)[C:5]([O:7][CH3:8])=[O:6]. The catalyst class is: 2.